The task is: Predict which catalyst facilitates the given reaction.. This data is from Catalyst prediction with 721,799 reactions and 888 catalyst types from USPTO. (1) Reactant: S(Cl)(Cl)=O.C(N(C(C)C)C(C)C)C.[CH:14]1([NH:20][C:21]2[CH:26]=[CH:25][CH:24]=[CH:23][N:22]=2)[CH2:19][CH2:18][CH2:17][CH2:16][CH2:15]1.[CH3:27][CH:28]1[CH2:32][CH2:31][CH2:30][O:29]1.[C:33]1([CH3:39])[CH:38]=CC=[CH:35][CH:34]=1. Product: [CH:14]1([N:20]([C:21]2[CH:26]=[CH:25][CH:24]=[CH:23][N:22]=2)[C:30](=[O:29])/[CH:31]=[CH:32]/[C:28]2[CH:35]=[CH:34][C:33]([CH3:39])=[CH:38][CH:27]=2)[CH2:19][CH2:18][CH2:17][CH2:16][CH2:15]1. The catalyst class is: 6. (2) Reactant: [F:1][C:2]([C:5]1[N:9]2[C:10]3[CH:33]=[CH:32][C:31]([C:34]([F:37])([F:36])[F:35])=[CH:30][C:11]=3[C@@H:12]([C:21]3[CH:26]=[CH:25][CH:24]=[C:23]([O:27][CH3:28])[C:22]=3[CH3:29])[O:13][C@H:14]([CH2:15][C:16]([O:18][CH2:19][CH3:20])=[O:17])[C:8]2=[N:7][N:6]=1)([F:4])[CH3:3].CCCCCC. Product: [F:4][C:2]([C:5]1[N:9]2[C:10]3[CH:33]=[CH:32][C:31]([C:34]([F:35])([F:36])[F:37])=[CH:30][C:11]=3[C@@H:12]([C:21]3[CH:26]=[CH:25][CH:24]=[C:23]([O:27][CH3:28])[C:22]=3[CH3:29])[O:13][C@H:14]([CH2:15][C:16]([O:18][CH2:19][CH3:20])=[O:17])[C:8]2=[N:7][N:6]=1)([F:1])[CH3:3].[F:4][C:2]([C:5]1[N:9]2[C:10]3[CH:33]=[CH:32][C:31]([C:34]([F:35])([F:36])[F:37])=[CH:30][C:11]=3[C@H:12]([C:21]3[CH:26]=[CH:25][CH:24]=[C:23]([O:27][CH3:28])[C:22]=3[CH3:29])[O:13][C@@H:14]([CH2:15][C:16]([O:18][CH2:19][CH3:20])=[O:17])[C:8]2=[N:7][N:6]=1)([F:1])[CH3:3]. The catalyst class is: 4. (3) Reactant: [F:8][C:7]([F:10])([F:9])[C:6](O[C:6](=[O:11])[C:7]([F:10])([F:9])[F:8])=[O:11].[N+:14]([C:17]1[CH:22]=[CH:21][C:20]([S:23]([CH3:26])(=[NH:25])=[O:24])=[CH:19][CH:18]=1)([O-:16])=[O:15].C(N(CC)CC)C.C(OC(C)C)(C)C. Product: [CH3:26][S:23]([C:20]1[CH:19]=[CH:18][C:17]([N+:14]([O-:16])=[O:15])=[CH:22][CH:21]=1)(=[N:25][C:6](=[O:11])[C:7]([F:8])([F:9])[F:10])=[O:24]. The catalyst class is: 79. (4) Reactant: [N+:1]([C:4]1[CH:9]=[CH:8][C:7]([CH:10](O)[CH3:11])=[CH:6][CH:5]=1)([O-:3])=[O:2].C1(P(C2C=CC=CC=2)C2C=CC=CC=2)C=CC=CC=1.N1C=CN=C1.[I:37]I.[Cl-].[NH4+]. Product: [I:37][CH2:11][CH2:10][C:7]1[CH:8]=[CH:9][C:4]([N+:1]([O-:3])=[O:2])=[CH:5][CH:6]=1. The catalyst class is: 1.